Dataset: Full USPTO retrosynthesis dataset with 1.9M reactions from patents (1976-2016). Task: Predict the reactants needed to synthesize the given product. Given the product [CH3:17][C:9]1[CH:8]=[C:7]([C:22]2[CH:27]=[CH:26][CH:25]=[CH:24][CH:23]=2)[CH:12]=[C:11]([CH3:13])[C:10]=1[C:14](=[O:16])[CH3:15], predict the reactants needed to synthesize it. The reactants are: FC(F)(F)S(O[C:7]1[CH:12]=[C:11]([CH3:13])[C:10]([C:14](=[O:16])[CH3:15])=[C:9]([CH3:17])[CH:8]=1)(=O)=O.[F-].[K+].[C:22]1(B(O)O)[CH:27]=[CH:26][CH:25]=[CH:24][CH:23]=1.